This data is from NCI-60 drug combinations with 297,098 pairs across 59 cell lines. The task is: Regression. Given two drug SMILES strings and cell line genomic features, predict the synergy score measuring deviation from expected non-interaction effect. Drug 1: CC1=C(C=C(C=C1)NC2=NC=CC(=N2)N(C)C3=CC4=NN(C(=C4C=C3)C)C)S(=O)(=O)N.Cl. Drug 2: C1=CN(C=N1)CC(O)(P(=O)(O)O)P(=O)(O)O. Cell line: HOP-62. Synergy scores: CSS=8.18, Synergy_ZIP=0.504, Synergy_Bliss=7.26, Synergy_Loewe=2.99, Synergy_HSA=4.80.